Dataset: Forward reaction prediction with 1.9M reactions from USPTO patents (1976-2016). Task: Predict the product of the given reaction. (1) The product is: [CH:5]1[C:10]2=[N:11][S:12][N:13]=[C:9]2[C:8]([NH:14][C:15]2[NH:19][CH2:18][CH2:17][N:16]=2)=[C:7]([Cl:20])[CH:6]=1.[C:1]([O-:4])(=[O:3])[CH3:2]. Given the reactants [C:1]([OH:4])(=[O:3])[CH3:2].[CH:5]1[C:10]2=[N:11][S:12][N:13]=[C:9]2[C:8]([NH:14][C:15]2[NH:19][CH2:18][CH2:17][N:16]=2)=[C:7]([Cl:20])[CH:6]=1, predict the reaction product. (2) Given the reactants [Li]CCCC.[Li+].CC([N-]C(C)C)C.[Cl:14][C:15]1[CH:19]=[CH:18][S:17][C:16]=1[C:20]([OH:22])=[O:21].[Br:23]CCBr.Cl, predict the reaction product. The product is: [Br:23][C:18]1[S:17][C:16]([C:20]([OH:22])=[O:21])=[C:15]([Cl:14])[CH:19]=1. (3) Given the reactants [CH2:1]([C@H:8]1[N:13]([C:14]([C:16]2[N:17]=[CH:18][N:19]([C@H:27]3[CH2:32][CH2:31][CH2:30][CH2:29][C@@H:28]3[O:33]CC3C=CC=CC=3)[C:20]=2[C:21]2[CH:26]=[CH:25][CH:24]=[CH:23][CH:22]=2)=[O:15])[CH2:12][CH2:11][N:10]([C:41]([O:43][C:44]([CH3:47])([CH3:46])[CH3:45])=[O:42])[CH2:9]1)[C:2]1[CH:7]=[CH:6][CH:5]=[CH:4][CH:3]=1, predict the reaction product. The product is: [CH2:1]([C@H:8]1[N:13]([C:14]([C:16]2[N:17]=[CH:18][N:19]([C@H:27]3[CH2:32][CH2:31][CH2:30][CH2:29][C@@H:28]3[OH:33])[C:20]=2[C:21]2[CH:26]=[CH:25][CH:24]=[CH:23][CH:22]=2)=[O:15])[CH2:12][CH2:11][N:10]([C:41]([O:43][C:44]([CH3:47])([CH3:46])[CH3:45])=[O:42])[CH2:9]1)[C:2]1[CH:3]=[CH:4][CH:5]=[CH:6][CH:7]=1. (4) Given the reactants C([O:3][C:4]([C@H:6]1[CH2:11][CH2:10][C@@H:9](NC2N=C(C(C)C)C3C(=CC=CC=3)N=2)[CH2:8][CH2:7]1)=[O:5])C.Cl, predict the reaction product. The product is: [CH:6]1([C:4]([OH:5])=[O:3])[CH2:11][CH2:10][CH2:9][CH2:8][CH2:7]1.